From a dataset of Forward reaction prediction with 1.9M reactions from USPTO patents (1976-2016). Predict the product of the given reaction. (1) Given the reactants [F:1][C:2]1([F:40])[O:6][C:5]2[CH:7]=[CH:8][C:9]([C:11]3([C:14]([NH:16][C@H:17]4[C:26]5[C:21](=[CH:22][C:23]([O:27][CH3:28])=[CH:24][CH:25]=5)[O:20][C@@H:19]([C:29]5[CH:38]=[CH:37][C:32]([C:33]([O:35]C)=[O:34])=[C:31]([F:39])[CH:30]=5)[CH2:18]4)=[O:15])[CH2:13][CH2:12]3)=[CH:10][C:4]=2[O:3]1.[Li+].[OH-], predict the reaction product. The product is: [F:40][C:2]1([F:1])[O:6][C:5]2[CH:7]=[CH:8][C:9]([C:11]3([C:14]([NH:16][C@H:17]4[C:26]5[C:21](=[CH:22][C:23]([O:27][CH3:28])=[CH:24][CH:25]=5)[O:20][C@@H:19]([C:29]5[CH:38]=[CH:37][C:32]([C:33]([OH:35])=[O:34])=[C:31]([F:39])[CH:30]=5)[CH2:18]4)=[O:15])[CH2:13][CH2:12]3)=[CH:10][C:4]=2[O:3]1. (2) The product is: [CH3:21][N:8]([C:9]1[CH:14]=[CH:13][N:12]=[C:11]([C:15]2[CH:20]=[CH:19][CH:18]=[CH:17][CH:16]=2)[N:10]=1)[C:6]1[CH:5]=[CH:4][N:3]=[C:2]([NH:22][CH2:23][CH2:24][C:25]2[CH:30]=[CH:29][CH:28]=[CH:27][N:26]=2)[N:7]=1. Given the reactants F[C:2]1[N:7]=[C:6]([N:8]([CH3:21])[C:9]2[CH:14]=[CH:13][N:12]=[C:11]([C:15]3[CH:20]=[CH:19][CH:18]=[CH:17][CH:16]=3)[N:10]=2)[CH:5]=[CH:4][N:3]=1.[NH2:22][CH2:23][CH2:24][C:25]1[CH:30]=[CH:29][CH:28]=[CH:27][N:26]=1, predict the reaction product. (3) Given the reactants [Cl:1][C:2]1[CH:3]=[C:4]([NH:15][C:16]2[C:25]3[C:20](=[CH:21][C:22]([CH:26]=[CH:27][CH2:28][CH2:29]OS(C4C=CC(C)=CC=4)(=O)=O)=[CH:23][CH:24]=3)[N:19]=[CH:18][C:17]=2[C:41]#[N:42])[CH:5]=[CH:6][C:7]=1[S:8][C:9]1[N:10]([CH3:14])[CH:11]=[CH:12][N:13]=1.[NH:43]1[CH2:47][CH2:46][CH2:45][CH2:44]1, predict the reaction product. The product is: [Cl:1][C:2]1[CH:3]=[C:4]([NH:15][C:16]2[C:25]3[C:20](=[CH:21][C:22](/[CH:26]=[CH:27]/[CH2:28][CH2:29][N:43]4[CH2:47][CH2:46][CH2:45][CH2:44]4)=[CH:23][CH:24]=3)[N:19]=[CH:18][C:17]=2[C:41]#[N:42])[CH:5]=[CH:6][C:7]=1[S:8][C:9]1[N:10]([CH3:14])[CH:11]=[CH:12][N:13]=1. (4) Given the reactants [C:1](=[O:23])(OC1C=CC([N+]([O-])=O)=CC=1)[O:2][CH2:3][C:4]1[CH:9]=[CH:8][CH:7]=[CH:6][C:5]=1[N:10]=[N+:11]=[N-:12].[NH:24]([C:33]([O:35][C:36]([CH3:39])([CH3:38])[CH3:37])=[O:34])[C@H:25]([C:30]([OH:32])=[O:31])[CH2:26][CH2:27][CH2:28][NH2:29].C(=O)(O)[O-].[Na+].S(=O)(=O)(O)[O-].[K+], predict the reaction product. The product is: [N:10]([C:5]1[CH:6]=[CH:7][CH:8]=[CH:9][C:4]=1[CH2:3][O:2][C:1]([NH:29][CH2:28][CH2:27][CH2:26][C@H:25]([NH:24][C:33]([O:35][C:36]([CH3:39])([CH3:38])[CH3:37])=[O:34])[C:30]([OH:32])=[O:31])=[O:23])=[N+:11]=[N-:12]. (5) Given the reactants [CH2:1]([O:8][C:9]([N:11]1[CH2:16][CH2:15][CH:14]([N:17]2[C:25]3[C:20](=[CH:21][CH:22]=[C:23]([C:26]([O:28]C)=[O:27])[CH:24]=3)[CH:19]=[CH:18]2)[CH2:13][CH2:12]1)=[O:10])[C:2]1[CH:7]=[CH:6][CH:5]=[CH:4][CH:3]=1.CO.[OH-].[Na+].[Cl-].[NH4+], predict the reaction product. The product is: [CH2:1]([O:8][C:9]([N:11]1[CH2:12][CH2:13][CH:14]([N:17]2[C:25]3[C:20](=[CH:21][CH:22]=[C:23]([C:26]([OH:28])=[O:27])[CH:24]=3)[CH:19]=[CH:18]2)[CH2:15][CH2:16]1)=[O:10])[C:2]1[CH:7]=[CH:6][CH:5]=[CH:4][CH:3]=1. (6) Given the reactants [Cl:1][C:2]1[CH:7]=[CH:6][C:5]([C:8]2[CH:12]=[CH:11][NH:10][N:9]=2)=[CH:4][C:3]=1[CH2:13][NH:14][C:15](=[O:18])[O:16][CH3:17].Br[CH2:20][C:21]1[CH:26]=[CH:25][CH:24]=[C:23]([O:27][C:28]([F:31])([F:30])[F:29])[CH:22]=1.C(=O)([O-])[O-].[K+].[K+], predict the reaction product. The product is: [Cl:1][C:2]1[CH:7]=[CH:6][C:5]([C:8]2[CH:12]=[CH:11][N:10]([CH2:20][C:21]3[CH:26]=[CH:25][CH:24]=[C:23]([O:27][C:28]([F:29])([F:30])[F:31])[CH:22]=3)[N:9]=2)=[CH:4][C:3]=1[CH2:13][NH:14][C:15](=[O:18])[O:16][CH3:17]. (7) Given the reactants [OH:1][C:2]1[CH:7]=[C:6]([CH3:8])[CH:5]=[CH:4][N:3]=1.Br[C:10]1[CH:14]=[CH:13][O:12][CH:11]=1.C(=O)([O-])[O-].[K+].[K+], predict the reaction product. The product is: [O:12]1[CH:13]=[CH:14][C:10]([N:3]2[CH:4]=[CH:5][C:6]([CH3:8])=[CH:7][C:2]2=[O:1])=[CH:11]1.